This data is from Reaction yield outcomes from USPTO patents with 853,638 reactions. The task is: Predict the reaction yield, written as a fraction of the theoretical maximum amount of product (1.0 means a 100% yield; for example, 0.34 means a 34% yield). The reactants are [CH2:1]([N:3]1[C:7]2=[N:8][C:9]([CH2:49][CH3:50])=[C:10]([CH2:19][NH:20][C:21]([C:23]3[CH:28]=[CH:27][CH:26]=[C:25]([C:29]([NH:31][CH2:32][C:33]4[CH:34]=[C:35]([C:41]5[CH:46]=[CH:45][CH:44]=[C:43]([CH:47]=O)[CH:42]=5)[CH:36]=[CH:37][C:38]=4[O:39][CH3:40])=[O:30])[CH:24]=3)=[O:22])[C:11]([NH:12][CH:13]3[CH2:18][CH2:17][O:16][CH2:15][CH2:14]3)=[C:6]2[CH:5]=[N:4]1)[CH3:2].[CH3:51][N:52]1[CH2:57][CH2:56][NH:55][CH2:54][CH2:53]1.C(O[BH-](OC(=O)C)OC(=O)C)(=O)C.[Na+].CC(O)=O. The yield is 0.600. The product is [CH2:1]([N:3]1[C:7]2=[N:8][C:9]([CH2:49][CH3:50])=[C:10]([CH2:19][NH:20][C:21]([C:23]3[CH:28]=[CH:27][CH:26]=[C:25]([C:29]([NH:31][CH2:32][C:33]4[CH:34]=[C:35]([C:41]5[CH:46]=[CH:45][CH:44]=[C:43]([CH2:47][N:55]6[CH2:56][CH2:57][N:52]([CH3:51])[CH2:53][CH2:54]6)[CH:42]=5)[CH:36]=[CH:37][C:38]=4[O:39][CH3:40])=[O:30])[CH:24]=3)=[O:22])[C:11]([NH:12][CH:13]3[CH2:18][CH2:17][O:16][CH2:15][CH2:14]3)=[C:6]2[CH:5]=[N:4]1)[CH3:2]. The catalyst is C(Cl)Cl.